From a dataset of Peptide-MHC class I binding affinity with 185,985 pairs from IEDB/IMGT. Regression. Given a peptide amino acid sequence and an MHC pseudo amino acid sequence, predict their binding affinity value. This is MHC class I binding data. The MHC is HLA-A30:02 with pseudo-sequence HLA-A30:02. The binding affinity (normalized) is 0.762. The peptide sequence is HFAIGLALY.